From a dataset of Reaction yield outcomes from USPTO patents with 853,638 reactions. Predict the reaction yield, written as a fraction of the theoretical maximum amount of product (1.0 means a 100% yield; for example, 0.34 means a 34% yield). (1) The reactants are [CH3:1][C:2]([C:11]1[O:15][N:14]=[C:13]([NH:16][C:17](=[O:25])OC2C=CC=CC=2)[CH:12]=1)([CH3:10])[CH2:3][N:4]1[CH2:9][CH2:8][O:7][CH2:6][CH2:5]1.C(N(CC)C(C)C)(C)C.[CH3:35][O:36][C:37]1[CH:38]=[C:39]2[C:44](=[CH:45][C:46]=1[O:47][CH3:48])[N:43]=[CH:42][N:41]=[C:40]2[O:49][C:50]1[CH:51]=[C:52]([CH:54]=[CH:55][CH:56]=1)[NH2:53]. The catalyst is C1COCC1. The product is [CH3:35][O:36][C:37]1[CH:38]=[C:39]2[C:44](=[CH:45][C:46]=1[O:47][CH3:48])[N:43]=[CH:42][N:41]=[C:40]2[O:49][C:50]1[CH:51]=[C:52]([NH:53][C:17]([NH:16][C:13]2[CH:12]=[C:11]([C:2]([CH3:1])([CH3:10])[CH2:3][N:4]3[CH2:5][CH2:6][O:7][CH2:8][CH2:9]3)[O:15][N:14]=2)=[O:25])[CH:54]=[CH:55][CH:56]=1. The yield is 0.0100. (2) The reactants are Br[CH2:2][C:3]1[C:7]2[CH:8]=[CH:9][C:10]([O:12][C:13]3[CH:20]=[CH:19][C:18]([F:21])=[CH:17][C:14]=3[C:15]#[N:16])=[CH:11][C:6]=2[O:5][N:4]=1.[NH:22]1[CH2:26][CH2:25][CH2:24][CH2:23]1. The catalyst is ClCCl. The product is [F:21][C:18]1[CH:19]=[CH:20][C:13]([O:12][C:10]2[CH:9]=[CH:8][C:7]3[C:3]([CH2:2][N:22]4[CH2:26][CH2:25][CH2:24][CH2:23]4)=[N:4][O:5][C:6]=3[CH:11]=2)=[C:14]([CH:17]=1)[C:15]#[N:16]. The yield is 0.940. (3) The reactants are [Cl:1]N1C(=O)CCC1=O.[CH2:9]([N:13]1[CH:18]=[CH:17][C:16]([OH:19])=[CH:15][C:14]1=[O:20])[CH2:10][CH2:11][CH3:12]. The catalyst is CN(C=O)C. The product is [CH2:9]([N:13]1[CH:18]=[CH:17][C:16]([OH:19])=[C:15]([Cl:1])[C:14]1=[O:20])[CH2:10][CH2:11][CH3:12]. The yield is 0.830.